From a dataset of Peptide-MHC class II binding affinity with 134,281 pairs from IEDB. Regression. Given a peptide amino acid sequence and an MHC pseudo amino acid sequence, predict their binding affinity value. This is MHC class II binding data. The peptide sequence is AFKVAATHANAAPAN. The MHC is DRB1_0701 with pseudo-sequence DRB1_0701. The binding affinity (normalized) is 0.722.